Dataset: Peptide-MHC class I binding affinity with 185,985 pairs from IEDB/IMGT. Task: Regression. Given a peptide amino acid sequence and an MHC pseudo amino acid sequence, predict their binding affinity value. This is MHC class I binding data. (1) The peptide sequence is IEYIHFLIRQL. The MHC is Mamu-B01 with pseudo-sequence Mamu-B01. The binding affinity (normalized) is 0.287. (2) The peptide sequence is YMPYVFTLL. The MHC is HLA-A02:02 with pseudo-sequence HLA-A02:02. The binding affinity (normalized) is 0.986. (3) The peptide sequence is LTREMGFLV. The MHC is Mamu-B01 with pseudo-sequence Mamu-B01. The binding affinity (normalized) is 0. (4) The peptide sequence is LSQEQEGCY. The MHC is Mamu-A02 with pseudo-sequence Mamu-A02. The binding affinity (normalized) is 0.554. (5) The peptide sequence is ATSIYTIER. The MHC is H-2-Dd with pseudo-sequence H-2-Dd. The binding affinity (normalized) is 0. (6) The peptide sequence is SQVSNSDSYK. The MHC is HLA-A11:01 with pseudo-sequence HLA-A11:01. The binding affinity (normalized) is 0.592. (7) The peptide sequence is HENRMVLASTT. The MHC is HLA-B18:01 with pseudo-sequence HLA-B18:01. The binding affinity (normalized) is 0.0981. (8) The peptide sequence is VWINNSWKF. The binding affinity (normalized) is 0.415. The MHC is HLA-A30:02 with pseudo-sequence HLA-A30:02.